Dataset: Full USPTO retrosynthesis dataset with 1.9M reactions from patents (1976-2016). Task: Predict the reactants needed to synthesize the given product. (1) The reactants are: C(=O)([O-])[O-].[K+].[K+].Cl[C:8]1[C:15]([F:16])=[CH:14][C:11]([C:12]#[N:13])=[C:10]([NH:17][C:18]2[CH:19]=[C:20]3[C:25](=[CH:26][CH:27]=2)[N:24]=[CH:23][CH:22]=[CH:21]3)[N:9]=1.[NH2:28][C@H:29]([CH2:42][CH3:43])[CH2:30][N:31]1[C:39](=[O:40])[C:38]2[C:33](=[CH:34][CH:35]=[CH:36][CH:37]=2)[C:32]1=[O:41].C(=O)([O-])O.[Na+]. Given the product [O:41]=[C:32]1[C:33]2[C:38](=[CH:37][CH:36]=[CH:35][CH:34]=2)[C:39](=[O:40])[N:31]1[CH2:30][C@H:29]([NH:28][C:8]1[C:15]([F:16])=[CH:14][C:11]([C:12]#[N:13])=[C:10]([NH:17][C:18]2[CH:19]=[C:20]3[C:25](=[CH:26][CH:27]=2)[N:24]=[CH:23][CH:22]=[CH:21]3)[N:9]=1)[CH2:42][CH3:43], predict the reactants needed to synthesize it. (2) Given the product [CH3:1][O:2][C:3](=[O:15])[C:4]1[CH:9]=[CH:8][C:7]([CH2:10][CH3:16])=[N:6][C:5]=1[S:11][CH:12]([CH3:13])[CH3:14], predict the reactants needed to synthesize it. The reactants are: [CH3:1][O:2][C:3](=[O:15])[C:4]1[CH:9]=[CH:8][C:7]([CH3:10])=[N:6][C:5]=1[S:11][CH:12]([CH3:14])[CH3:13].[CH3:16][Si]([N-][Si](C)(C)C)(C)C.[K+].CI. (3) Given the product [CH2:1]([NH:4][C:5]1[CH:6]=[CH:7][C:8]([C:11]2[N:15]([C:16]3[CH:17]=[CH:18][C:19]([CH3:22])=[CH:20][CH:21]=3)[N:14]=[C:13]([CH2:28][CH:27]([C:29]3[CH:30]=[C:31]([CH3:35])[CH:32]=[CH:33][CH:34]=3)[C:26]([OH:43])=[O:25])[CH:12]=2)=[CH:9][CH:10]=1)[CH:2]=[CH2:3], predict the reactants needed to synthesize it. The reactants are: [CH2:1]([NH:4][C:5]1[CH:10]=[CH:9][C:8]([C:11]2[N:15]([C:16]3[CH:21]=[CH:20][C:19]([CH3:22])=[CH:18][CH:17]=3)[N:14]=[CH:13][CH:12]=2)=[CH:7][CH:6]=1)[CH:2]=[CH2:3].C([O:25][C:26](=[O:43])[C:27](C1C=C(C)C=CC=1)([C:29]1[CH:30]=[C:31]([CH3:35])[CH:32]=[CH:33][CH:34]=1)[CH3:28])C.C(P(C(C)(C)C)C1C=CC=CC=1C1C=CC=CC=1)(C)(C)C.[O-]P([O-])([O-])=O.[K+].[K+].[K+].C(OC(=O)C(C1C=C(C)C=CC=1)CC1C=C(C2C=CC(Br)=CC=2)N(C2C=CC(C)=CC=2)N=1)C.C(N)C=C. (4) Given the product [CH3:17][C:1]1[CH:2]=[CH:3][C:4]([S:7]([NH:10][C@@H:16]2[CH2:15][CH2:14][CH2:13][CH2:12][C@H:11]2[CH3:18])(=[O:8])=[O:9])=[CH:5][CH:6]=1, predict the reactants needed to synthesize it. The reactants are: [C:1]1([CH3:17])[CH:6]=[CH:5][C:4]([S:7]([N:10]2[CH:16]3[CH:11]2[CH2:12][CH2:13][CH2:14][CH2:15]3)(=[O:9])=[O:8])=[CH:3][CH:2]=1.[CH3:18][Li]. (5) Given the product [O:18]1[CH:19]=[C:15]([C:10]2[CH:11]=[CH:12][CH:13]=[CH:14][C:9]=2[OH:8])[N:16]=[CH:17]1, predict the reactants needed to synthesize it. The reactants are: C([O:8][C:9]1[CH:14]=[CH:13][CH:12]=[CH:11][C:10]=1[C:15]1[N:16]=[CH:17][O:18][CH:19]=1)C1C=CC=CC=1. (6) Given the product [Cl-:28].[CH3:20][N+:2]([CH2:21][C:22]1[CH:27]=[CH:26][CH:25]=[CH:24][CH:23]=1)([CH3:1])[CH2:3][CH2:4][CH2:5][NH:6][C:7](=[O:19])[CH2:8][CH2:9][CH2:10][CH2:11][CH2:12][CH2:13][CH2:14][CH2:15][CH2:16][CH2:17][CH3:18], predict the reactants needed to synthesize it. The reactants are: [CH3:1][N:2]([CH3:20])[CH2:3][CH2:4][CH2:5][NH:6][C:7](=[O:19])[CH2:8][CH2:9][CH2:10][CH2:11][CH2:12][CH2:13][CH2:14][CH2:15][CH2:16][CH2:17][CH3:18].[CH2:21]([Cl:28])[C:22]1[CH:27]=[CH:26][CH:25]=[CH:24][CH:23]=1. (7) Given the product [CH3:2][O:3][CH2:4][CH:5]([NH:6][C:25](=[O:26])[O:27][C:28]([CH3:31])([CH3:30])[CH3:29])[C:7]1[CH:8]=[CH:9][C:10]([O:13][C:14]([F:15])([F:16])[F:17])=[CH:11][CH:12]=1, predict the reactants needed to synthesize it. The reactants are: Cl.[CH3:2][O:3][CH2:4][CH:5]([C:7]1[CH:12]=[CH:11][C:10]([O:13][C:14]([F:17])([F:16])[F:15])=[CH:9][CH:8]=1)[NH2:6].C(N(CC)CC)C.[C:25](O[C:25]([O:27][C:28]([CH3:31])([CH3:30])[CH3:29])=[O:26])([O:27][C:28]([CH3:31])([CH3:30])[CH3:29])=[O:26].Cl. (8) Given the product [CH2:1]([N:5]1[C:9](=[O:10])[C:8]([NH:20][C:21]2[CH:26]=[CH:25][C:24]([CH2:27][OH:28])=[CH:23][CH:22]=2)=[C:7]([C:12]2[CH:17]=[CH:16][CH:15]=[CH:14][CH:13]=2)[S:6]1(=[O:19])=[O:18])[CH2:2][CH2:3][CH3:4], predict the reactants needed to synthesize it. The reactants are: [CH2:1]([N:5]1[C:9](=[O:10])[C:8](Cl)=[C:7]([C:12]2[CH:17]=[CH:16][CH:15]=[CH:14][CH:13]=2)[S:6]1(=[O:19])=[O:18])[CH2:2][CH2:3][CH3:4].[NH2:20][C:21]1[CH:26]=[CH:25][C:24]([CH2:27][OH:28])=[CH:23][CH:22]=1. (9) Given the product [F:33][C@@H:26]1[CH2:27][N:28]([C:21]2[N:20]=[CH:19][C:16]3[C:17]4[N:11]([CH:10]=[C:9]([C:8]5[N:4]([CH:1]([CH3:2])[CH3:3])[N:5]=[C:6]([CH3:24])[N:7]=5)[N:18]=4)[CH2:12][CH2:13][O:14][C:15]=3[CH:22]=2)[C@H:29]([C:30]([NH2:32])=[O:31])[CH2:25]1, predict the reactants needed to synthesize it. The reactants are: [CH:1]([N:4]1[C:8]([C:9]2[N:18]=[C:17]3[N:11]([CH2:12][CH2:13][O:14][C:15]4[CH:22]=[C:21](O)[N:20]=[CH:19][C:16]=43)[CH:10]=2)=[N:7][C:6]([CH3:24])=[N:5]1)([CH3:3])[CH3:2].[CH2:25]1[C@@H:29]([C:30]([NH2:32])=[O:31])[NH:28][CH2:27][C@H:26]1[F:33].Cl. (10) Given the product [CH:67]([O:66][C:63]1[CH:64]=[CH:65][C:60]([NH:59][C:6]([N:8]2[CH2:9][CH2:10][CH:11]([C:14]3[C:23]4[C:18](=[CH:19][C:20]([O:24][CH2:25][CH2:26][CH2:27][C:28]5[NH:32][N:31]=[N:30][N:29]=5)=[CH:21][CH:22]=4)[N:17]=[CH:16][N:15]=3)[CH2:12][CH2:13]2)=[O:7])=[CH:61][CH:62]=1)([CH3:69])[CH3:68], predict the reactants needed to synthesize it. The reactants are: C(O[C:6]([N:8]1[CH2:13][CH2:12][CH:11]([C:14]2[C:23]3[C:18](=[CH:19][C:20]([O:24][CH2:25][CH2:26][CH2:27][C:28]4[NH:32][N:31]=[N:30][N:29]=4)=[CH:21][CH:22]=3)[N:17]=[CH:16][N:15]=2)[CH2:10][CH2:9]1)=[O:7])(C)(C)C.C(O)(C(F)(F)F)=O.C1(OC)C=CC=CC=1.[N+](C1C=CC(OC(=O)[NH:59][C:60]2[CH:65]=[CH:64][C:63]([O:66][CH:67]([CH3:69])[CH3:68])=[CH:62][CH:61]=2)=CC=1)([O-])=O.